Predict which catalyst facilitates the given reaction. From a dataset of Catalyst prediction with 721,799 reactions and 888 catalyst types from USPTO. (1) Reactant: CN(C(ON1N=NC2[CH:12]=[CH:13][CH:14]=[N:15][C:10]1=2)=[N+](C)C)C.F[P-](F)(F)(F)(F)F.C1(C(N[C:31]2[CH:32]=[C:33]([C:43]([CH3:46])=[CH:44][CH:45]=2)[C:34]2[CH:39]=[CH:38][C:37]([C:40]([OH:42])=O)=[CH:36][CH:35]=2)=O)CC1.C1C=CC2N([OH:56])N=NC=2C=1.C(O)(=O)C(O)=O.[NH2:63][CH2:64][C:65]1[O:66][C:67]([CH2:70][N:71]([CH3:73])[CH3:72])=[CH:68][CH:69]=1.CCN(C(C)C)C(C)C. Product: [CH:14]1([NH:15][C:10]([C:31]2[CH:32]=[C:33]([C:34]3[CH:35]=[CH:36][C:37]([C:40]([NH:63][CH2:64][C:65]4[O:66][C:67]([CH2:70][N:71]([CH3:73])[CH3:72])=[CH:68][CH:69]=4)=[O:42])=[CH:38][CH:39]=3)[C:43]([CH3:46])=[CH:44][CH:45]=2)=[O:56])[CH2:13][CH2:12]1. The catalyst class is: 3. (2) Reactant: [C:1]([C:3]1[C:4]2[C@H:16]3[CH2:17][C@H:15]3[C:14]([F:19])([F:18])[C:5]=2[N:6]([CH2:8][C:9]([O:11]CC)=[O:10])[N:7]=1)#[N:2].CO.O.[OH-].[Li+]. Product: [C:1]([C:3]1[C:4]2[C@H:16]3[CH2:17][C@H:15]3[C:14]([F:18])([F:19])[C:5]=2[N:6]([CH2:8][C:9]([OH:11])=[O:10])[N:7]=1)#[N:2]. The catalyst class is: 1. (3) Reactant: [NH:1]1[C:5]2=[N:6][CH:7]=[N:8][CH:9]=[C:4]2[CH:3]=[N:2]1.Cl[CH2:11][C:12]([N:14]1[CH2:19][CH2:18][N:17]([C:20]2[CH:25]=[CH:24][C:23]([Cl:26])=[C:22]([O:27][CH3:28])[CH:21]=2)[CH2:16][CH2:15]1)=[O:13].C(=O)([O-])[O-].[K+].[K+]. Product: [Cl:26][C:23]1[CH:24]=[CH:25][C:20]([N:17]2[CH2:18][CH2:19][N:14]([C:12](=[O:13])[CH2:11][N:1]3[C:5]4=[N:6][CH:7]=[N:8][CH:9]=[C:4]4[CH:3]=[N:2]3)[CH2:15][CH2:16]2)=[CH:21][C:22]=1[O:27][CH3:28]. The catalyst class is: 42. (4) The catalyst class is: 27. Reactant: [CH2:1]([O:3][CH2:4][C:5]1[N:6]([CH2:17][CH2:18][O:19][CH2:20][C:21]#[C:22][C:23]2[CH:28]=[CH:27][CH:26]=[CH:25][CH:24]=2)[C:7]2[C:12]([CH3:13])=[C:11]([CH3:14])[N:10]=[C:9]([NH2:15])[C:8]=2[N:16]=1)[CH3:2].[ClH:29]. Product: [ClH:29].[CH2:1]([O:3][CH2:4][C:5]1[N:6]([CH2:17][CH2:18][O:19][CH2:20][CH2:21][CH2:22][C:23]2[CH:24]=[CH:25][CH:26]=[CH:27][CH:28]=2)[C:7]2[C:12]([CH3:13])=[C:11]([CH3:14])[N:10]=[C:9]([NH2:15])[C:8]=2[N:16]=1)[CH3:2]. (5) Reactant: [CH3:1][O:2][CH2:3][CH2:4][CH2:5][CH2:6][C:7]1[N:11]([C:12]2[CH:17]=[CH:16][CH:15]=[CH:14][CH:13]=2)[C:10]([CH3:18])=[N:9][C:8]=1[C:19]([O:21]C)=[O:20].O.[OH-].[Li+]. Product: [CH3:1][O:2][CH2:3][CH2:4][CH2:5][CH2:6][C:7]1[N:11]([C:12]2[CH:13]=[CH:14][CH:15]=[CH:16][CH:17]=2)[C:10]([CH3:18])=[N:9][C:8]=1[C:19]([OH:21])=[O:20]. The catalyst class is: 24. (6) The catalyst class is: 109. Reactant: Br[C:2]1[S:6][C:5]([CH:7]=[O:8])=[CH:4][CH:3]=1.[F:9][C:10]([F:21])([F:20])[C:11]1[CH:16]=[CH:15][C:14](B(O)O)=[CH:13][CH:12]=1.C([O-])([O-])=O.[K+].[K+]. Product: [F:9][C:10]([F:21])([F:20])[C:11]1[CH:16]=[CH:15][C:14]([C:2]2[S:6][C:5]([CH:7]=[O:8])=[CH:4][CH:3]=2)=[CH:13][CH:12]=1.